From a dataset of Reaction yield outcomes from USPTO patents with 853,638 reactions. Predict the reaction yield, written as a fraction of the theoretical maximum amount of product (1.0 means a 100% yield; for example, 0.34 means a 34% yield). (1) The reactants are [CH3:1][CH:2]1[C@H:10]2[N:6]([CH2:7][CH2:8][CH2:9]2)[C:5](=O)[CH:4]=[C:3]1N1CCCC1.[H-].[Al+3].[Li+].[H-].[H-].[H-].[OH-].[Na+].C([OH:27])C. The catalyst is O1CCCC1. The product is [CH3:1][CH:2]1[C@H:10]2[N:6]([CH2:7][CH2:8][CH2:9]2)[CH2:5][CH2:4][C:3]1=[O:27]. The yield is 0.700. (2) The reactants are [C:1]([C:3]1[C:4]([N+:23]([O-])=O)=[CH:5][C:6]([O:21][CH3:22])=[C:7]([CH:20]=1)[O:8][CH:9]1[CH2:14][CH2:13][N:12]([CH2:15][C:16]([NH:18][CH3:19])=[O:17])[CH2:11][CH2:10]1)#[N:2].S(S([O-])=O)([O-])=O.[Na+].[Na+].Cl.[OH-].[Na+].CC1CCCO1. The catalyst is O.CO. The product is [NH2:23][C:4]1[C:3]([C:1]#[N:2])=[CH:20][C:7]([O:8][CH:9]2[CH2:10][CH2:11][N:12]([CH2:15][C:16]([NH:18][CH3:19])=[O:17])[CH2:13][CH2:14]2)=[C:6]([O:21][CH3:22])[CH:5]=1. The yield is 0.780. (3) The reactants are [F:1][C:2]1[CH:11]=[C:10]2[C:5]([CH:6]=[CH:7][CH:8]=[N:9]2)=[CH:4][C:3]=1[CH2:12][C:13]1[N:17]2[N:18]=[C:19]([C:22](=O)[CH3:23])[CH:20]=[CH:21][C:16]2=[N:15][CH:14]=1.Cl.[NH2:26][NH:27][C:28]([NH2:30])=[O:29].C(N(CC)CC)C. The catalyst is CO. The product is [F:1][C:2]1[CH:11]=[C:10]2[C:5]([CH:6]=[CH:7][CH:8]=[N:9]2)=[CH:4][C:3]=1[CH2:12][C:13]1[N:17]2[N:18]=[C:19](/[C:22](=[N:26]/[NH:27][C:28]([NH2:30])=[O:29])/[CH3:23])[CH:20]=[CH:21][C:16]2=[N:15][CH:14]=1. The yield is 0.660. (4) The reactants are [C:1]([C:5]1[CH:9]=[C:8]([NH2:10])[N:7]([C:11]2[CH:16]=[CH:15][C:14]([CH3:17])=[CH:13][CH:12]=2)[N:6]=1)([CH3:4])([CH3:3])[CH3:2].C1N=CN([C:23](N2C=NC=C2)=[O:24])C=1.[NH2:30][C:31]1[C:40]2[C:35](=[CH:36][CH:37]=[CH:38][CH:39]=2)[C:34]([O:41][CH2:42][C:43]2[CH:48]=[CH:47][N:46]=[C:45]([NH2:49])[N:44]=2)=[CH:33][CH:32]=1. The catalyst is C(Cl)Cl. The product is [NH2:49][C:45]1[N:44]=[C:43]([CH2:42][O:41][C:34]2[C:35]3[C:40](=[CH:39][CH:38]=[CH:37][CH:36]=3)[C:31]([NH:30][C:23]([NH:10][C:8]3[N:7]([C:11]4[CH:12]=[CH:13][C:14]([CH3:17])=[CH:15][CH:16]=4)[N:6]=[C:5]([C:1]([CH3:4])([CH3:3])[CH3:2])[CH:9]=3)=[O:24])=[CH:32][CH:33]=2)[CH:48]=[CH:47][N:46]=1. The yield is 0.380. (5) The reactants are [C:1]([O:5][C:6]([N:8]1[CH2:13][C@H:12]([CH2:14][O:15]S(C(F)(F)F)(=O)=O)[N:11]([C:23]2[CH:28]=[CH:27][C:26]([O:29][CH2:30][C:31]3[CH:36]=[CH:35][CH:34]=[CH:33][CH:32]=3)=[CH:25][CH:24]=2)[C:10](=[O:37])[CH2:9]1)=[O:7])([CH3:4])([CH3:3])[CH3:2].C(=O)([O-])[O-].[Cs+].[Cs+].[CH:44]1[C:53]2[C:48](=[CH:49][CH:50]=[CH:51][CH:52]=2)[CH:47]=[CH:46][C:45]=1O. The catalyst is C(#N)C. The product is [C:1]([O:5][C:6]([N:8]1[CH2:9][C:10](=[O:37])[N:11]([C:23]2[CH:28]=[CH:27][C:26]([O:29][CH2:30][C:31]3[CH:36]=[CH:35][CH:34]=[CH:33][CH:32]=3)=[CH:25][CH:24]=2)[C@@H:12]([CH2:14][O:15][C:46]2[CH:45]=[CH:44][C:53]3[C:48](=[CH:49][CH:50]=[CH:51][CH:52]=3)[CH:47]=2)[CH2:13]1)=[O:7])([CH3:4])([CH3:3])[CH3:2]. The yield is 0.674. (6) The reactants are [CH3:1][C:2]1[CH:31]=[CH:30][C:5]([O:6][C:7]2[CH:12]=[CH:11][C:10]([N:13]([CH2:18][C@H:19]([NH:24][C:25]([CH:27]([CH3:29])[CH3:28])=[O:26])[C:20](OC)=[O:21])[S:14]([CH3:17])(=[O:16])=[O:15])=[CH:9][CH:8]=2)=[CH:4][CH:3]=1.Cl.[NH2:33][OH:34].C[O-].[Na+].Cl. The catalyst is CO.CCOC(C)=O.O. The product is [CH3:1][C:2]1[CH:31]=[CH:30][C:5]([O:6][C:7]2[CH:12]=[CH:11][C:10]([N:13]([CH2:18][C@H:19]([NH:24][C:25]([CH:27]([CH3:29])[CH3:28])=[O:26])[C:20]([NH:33][OH:34])=[O:21])[S:14]([CH3:17])(=[O:16])=[O:15])=[CH:9][CH:8]=2)=[CH:4][CH:3]=1. The yield is 0.890.